This data is from Reaction yield outcomes from USPTO patents with 853,638 reactions. The task is: Predict the reaction yield, written as a fraction of the theoretical maximum amount of product (1.0 means a 100% yield; for example, 0.34 means a 34% yield). (1) The reactants are Br[C:2]1[CH:11]=[CH:10][CH:9]=[CH:8][C:3]=1[C:4]([O:6][CH3:7])=[O:5].C1(P(C2C=CC=CC=2)C2C=CC=CC=2)C=CC=CC=1.[CH2:31]([OH:35])[CH2:32][C:33]#[CH:34]. The catalyst is Cl[Pd]Cl.[Cu]I.C(NCC)C. The product is [OH:35][CH2:31][CH2:32][C:33]#[C:34][C:2]1[CH:11]=[CH:10][CH:9]=[CH:8][C:3]=1[C:4]([O:6][CH3:7])=[O:5]. The yield is 0.640. (2) The reactants are C(OC([NH:8][C@@H:9]([CH2:13][C:14]1[CH:19]=[CH:18][C:17]([O:20][CH3:21])=[CH:16][CH:15]=1)[C:10]([OH:12])=[O:11])=O)(C)(C)C.S(=O)(=O)(O)O.[OH-].[Na+].[C:29](=O)([O-])O.[Na+]. The catalyst is CO. The product is [NH2:8][C@@H:9]([CH2:13][C:14]1[CH:19]=[CH:18][C:17]([O:20][CH3:21])=[CH:16][CH:15]=1)[C:10]([O:12][CH3:29])=[O:11]. The yield is 0.900. (3) The reactants are [F:1][CH2:2][C:3]1([C:6]2[CH:7]=[C:8]([NH2:18])[N:9]([C:11]3[CH:16]=[CH:15][C:14]([CH3:17])=[CH:13][CH:12]=3)[N:10]=2)[CH2:5][CH2:4]1.[C:19](N1C=CN=C1)(N1C=CN=C1)=[O:20].[NH2:31][C:32]1[C:41]2[C:36](=[CH:37][CH:38]=[CH:39][CH:40]=2)[C:35]([O:42][CH:43]2[CH2:48][CH2:47][N:46]([C:49]([C:51]3([CH3:54])[CH2:53][CH2:52]3)=[O:50])[CH2:45][CH2:44]2)=[N:34][CH:33]=1. The catalyst is C(Cl)Cl. The product is [F:1][CH2:2][C:3]1([C:6]2[CH:7]=[C:8]([NH:18][C:19]([NH:31][C:32]3[C:41]4[C:36](=[CH:37][CH:38]=[CH:39][CH:40]=4)[C:35]([O:42][CH:43]4[CH2:48][CH2:47][N:46]([C:49]([C:51]5([CH3:54])[CH2:53][CH2:52]5)=[O:50])[CH2:45][CH2:44]4)=[N:34][CH:33]=3)=[O:20])[N:9]([C:11]3[CH:12]=[CH:13][C:14]([CH3:17])=[CH:15][CH:16]=3)[N:10]=2)[CH2:4][CH2:5]1. The yield is 0.0500. (4) The reactants are Br[C:2]1[S:6][C:5]([CH2:7][OH:8])=[CH:4][CH:3]=1.[CH2:9]([C:13]1[CH:18]=[CH:17][C:16](B(O)O)=[CH:15][CH:14]=1)[CH2:10][CH2:11][CH3:12].C([O-])([O-])=O.[K+].[K+]. The catalyst is C1(C)C=CC=CC=1.C1C=CC([P]([Pd]([P](C2C=CC=CC=2)(C2C=CC=CC=2)C2C=CC=CC=2)([P](C2C=CC=CC=2)(C2C=CC=CC=2)C2C=CC=CC=2)[P](C2C=CC=CC=2)(C2C=CC=CC=2)C2C=CC=CC=2)(C2C=CC=CC=2)C2C=CC=CC=2)=CC=1. The product is [CH2:9]([C:13]1[CH:18]=[CH:17][C:16]([C:2]2[S:6][C:5]([CH2:7][OH:8])=[CH:4][CH:3]=2)=[CH:15][CH:14]=1)[CH2:10][CH2:11][CH3:12]. The yield is 0.190. (5) The reactants are [CH3:1][O:2][C:3]1[CH:4]=[C:5]2[C:10](=[CH:11][C:12]=1[O:13][CH2:14][CH2:15][NH2:16])[N:9]=[CH:8][CH:7]=[C:6]2[O:17][C:18]1[C:19]([CH3:28])=[N:20][C:21]2[C:26]([CH:27]=1)=[CH:25][CH:24]=[CH:23][CH:22]=2.[C:29]([NH:36][C:37]([NH:46][C:47]([O:49][C:50]([CH3:53])([CH3:52])[CH3:51])=[O:48])=NS(C(F)(F)F)(=O)=O)([O:31][C:32]([CH3:35])([CH3:34])[CH3:33])=[O:30]. The catalyst is ClCCl.CN(C)C=O. The product is [CH3:1][O:2][C:3]1[CH:4]=[C:5]2[C:10](=[CH:11][C:12]=1[O:13][CH2:14][CH2:15][NH:16][C:37]([NH:36][C:29]([O:31][C:32]([CH3:35])([CH3:34])[CH3:33])=[O:30])=[N:46][C:47]([O:49][C:50]([CH3:53])([CH3:52])[CH3:51])=[O:48])[N:9]=[CH:8][CH:7]=[C:6]2[O:17][C:18]1[C:19]([CH3:28])=[N:20][C:21]2[C:26]([CH:27]=1)=[CH:25][CH:24]=[CH:23][CH:22]=2. The yield is 0.330. (6) The reactants are [NH:1]1[C:9]2[C:4](=[CH:5][CH:6]=[CH:7][CH:8]=2)[CH2:3][CH2:2]1.C(N(CC)CC)C.[C:17]1([S:23](Cl)(=[O:25])=[O:24])[CH:22]=[CH:21][CH:20]=[CH:19][CH:18]=1.C(=O)(O)[O-].[Na+]. The catalyst is ClCCl. The product is [C:17]1([S:23]([N:1]2[C:9]3[C:4](=[CH:5][CH:6]=[CH:7][CH:8]=3)[CH2:3][CH2:2]2)(=[O:25])=[O:24])[CH:22]=[CH:21][CH:20]=[CH:19][CH:18]=1. The yield is 0.920. (7) The reactants are [F:1][C:2]1[CH:3]=[C:4]([C:9](=O)[C@H:10]([C:12]2[CH:17]=[CH:16][CH:15]=[CH:14][CH:13]=2)[CH3:11])[CH:5]=[C:6]([F:8])[CH:7]=1.ClC1C=CC(C(=O)[C@H](C2C=CC=CC=2)C)=CC=1. No catalyst specified. The product is [F:1][C:2]1[CH:3]=[C:4]([CH2:9][C@H:10]([C:12]2[CH:17]=[CH:16][CH:15]=[CH:14][CH:13]=2)[CH3:11])[CH:5]=[C:6]([F:8])[CH:7]=1. The yield is 0.870.